Dataset: CYP2C9 inhibition data for predicting drug metabolism from PubChem BioAssay. Task: Regression/Classification. Given a drug SMILES string, predict its absorption, distribution, metabolism, or excretion properties. Task type varies by dataset: regression for continuous measurements (e.g., permeability, clearance, half-life) or binary classification for categorical outcomes (e.g., BBB penetration, CYP inhibition). Dataset: cyp2c9_veith. The molecule is CNc1ccnc(-c2ccccc2OC)n1. The result is 0 (non-inhibitor).